Dataset: Catalyst prediction with 721,799 reactions and 888 catalyst types from USPTO. Task: Predict which catalyst facilitates the given reaction. (1) Reactant: [F:1][CH:2]([F:29])[O:3][C:4]1[CH:9]=[CH:8][C:7]([C:10]2[O:11][CH:12]=[C:13]([CH2:15][CH2:16][C:17]([C:19]3[CH:24]=[CH:23][CH:22]=[CH:21][C:20]=3[O:25][CH2:26][CH3:27])=[O:18])[N:14]=2)=[CH:6][C:5]=1[OH:28].[CH2:30]1CCN2C(=NCCC2)C[CH2:31]1.C(I)C.O. Product: [F:29][CH:2]([F:1])[O:3][C:4]1[CH:9]=[CH:8][C:7]([C:10]2[O:11][CH:12]=[C:13]([CH2:15][CH2:16][C:17]([C:19]3[CH:24]=[CH:23][CH:22]=[CH:21][C:20]=3[O:25][CH2:26][CH3:27])=[O:18])[N:14]=2)=[CH:6][C:5]=1[O:28][CH2:30][CH3:31]. The catalyst class is: 162. (2) Reactant: [F-].C([N+](CCCC)(CCCC)CCCC)CCC.C(N)CN.[CH3:23][C:24]1[N:29]=[C:28]([C@H:30]2[CH2:34][CH2:33][C@@:32]3([CH2:38][CH2:37][N:36](COCC[Si](C)(C)C)[C:35]3=[O:47])[NH:31]2)[CH:27]=[C:26]([C:48]2[CH:53]=[CH:52][C:51]([C:54]([F:57])([F:56])[F:55])=[CH:50][CH:49]=2)[CH:25]=1.[ClH:58].CCOCC. Product: [ClH:58].[CH3:23][C:24]1[N:29]=[C:28]([C@H:30]2[CH2:34][CH2:33][C@@:32]3([CH2:38][CH2:37][NH:36][C:35]3=[O:47])[NH:31]2)[CH:27]=[C:26]([C:48]2[CH:53]=[CH:52][C:51]([C:54]([F:57])([F:55])[F:56])=[CH:50][CH:49]=2)[CH:25]=1. The catalyst class is: 76. (3) Reactant: N[C:2]1[C:11]([C:12]2[CH:13]=[N:14][CH:15]=[CH:16][C:17]=2[C:18](=[O:26])[N:19](C(C)C)C(C)C)=[CH:10][CH:9]=[CH:8][C:3]=1[C:4]([O:6][CH3:7])=[O:5].C[Si]([N-][Si](C)(C)C)(C)C.[Na+]. Product: [O:26]=[C:18]1[C:17]2[C:12](=[CH:13][N:14]=[CH:15][CH:16]=2)[C:11]2=[CH:10][CH:9]=[CH:8][C:3]([C:4]([O:6][CH3:7])=[O:5])=[C:2]2[NH:19]1. The catalyst class is: 1. (4) The catalyst class is: 12. Product: [CH2:6]([O:5][C:3]([C:2]1[S:8][CH:10]=[C:11]([C:12]([OH:14])=[O:13])[N:1]=1)=[O:4])[CH3:7]. Reactant: [NH2:1][C:2](=[S:8])[C:3]([O:5][CH2:6][CH3:7])=[O:4].Br[CH2:10][C:11](=O)[C:12]([OH:14])=[O:13].O. (5) Reactant: [CH3:1][CH:2]([CH2:26][CH2:27][CH2:28][CH:29]([CH3:31])[CH3:30])[CH2:3][CH2:4][O:5][C:6]1[CH:7]=[C:8]([C:12]2[CH:21]=[C:20]([C:22](OC)=[O:23])[CH:19]=[CH:18][C:13]=2[C:14](OC)=[O:15])[CH:9]=[CH:10][CH:11]=1. Product: [OH:15][CH2:14][C:13]1[CH:18]=[CH:19][C:20]([CH2:22][OH:23])=[CH:21][C:12]=1[C:8]1[CH:9]=[CH:10][CH:11]=[C:6]([O:5][CH2:4][CH2:3][CH:2]([CH3:1])[CH2:26][CH2:27][CH2:28][CH:29]([CH3:31])[CH3:30])[CH:7]=1. The catalyst class is: 1.